From a dataset of NCI-60 drug combinations with 297,098 pairs across 59 cell lines. Regression. Given two drug SMILES strings and cell line genomic features, predict the synergy score measuring deviation from expected non-interaction effect. Drug 1: C1=NC2=C(N=C(N=C2N1C3C(C(C(O3)CO)O)O)F)N. Drug 2: COC1=NC(=NC2=C1N=CN2C3C(C(C(O3)CO)O)O)N. Cell line: LOX IMVI. Synergy scores: CSS=-1.22, Synergy_ZIP=-0.0496, Synergy_Bliss=-0.434, Synergy_Loewe=-4.08, Synergy_HSA=-3.58.